The task is: Predict which catalyst facilitates the given reaction.. This data is from Catalyst prediction with 721,799 reactions and 888 catalyst types from USPTO. (1) Reactant: Br[C:2]1[N:7]=[C:6]2[N:8]([CH3:11])[CH:9]=[N:10][C:5]2=[CH:4][CH:3]=1.[CH2:12]1[C:21]2[C:16](=[CH:17][CH:18]=[CH:19][CH:20]=2)[CH2:15][CH2:14][N:13]1[CH2:22][CH:23]([OH:41])[CH2:24][NH:25][C:26]1[CH:31]=[C:30](B2OC(C)(C)C(C)(C)O2)[CH:29]=[CH:28][N:27]=1.C([O-])([O-])=O.[K+].[K+].O1CCOCC1. Product: [CH2:12]1[C:21]2[C:16](=[CH:17][CH:18]=[CH:19][CH:20]=2)[CH2:15][CH2:14][N:13]1[CH2:22][CH:23]([OH:41])[CH2:24][NH:25][C:26]1[CH:31]=[C:30]([C:2]2[N:7]=[C:6]3[N:8]([CH3:11])[CH:9]=[N:10][C:5]3=[CH:4][CH:3]=2)[CH:29]=[CH:28][N:27]=1. The catalyst class is: 263. (2) Reactant: [CH2:1]([N:8]1[CH2:13][CH2:12][N:11]([C:14]([C:16]2[CH:20]=[C:19]([CH3:21])[N:18]([C:22]3[CH:27]=[CH:26][CH:25]=[CH:24][CH:23]=3)[C:17]=2[C:28]2[CH:33]=[CH:32][CH:31]=[CH:30][CH:29]=2)=[O:15])[CH:10]([CH2:34][CH2:35][OH:36])[CH2:9]1)[C:2]1[CH:7]=[CH:6][CH:5]=[CH:4][CH:3]=1.[C:37]1(O)[CH:42]=[CH:41][CH:40]=[CH:39][CH:38]=1.C1(P(C2C=CC=CC=2)C2C=CC=CC=2)C=CC=CC=1.CCOC(/N=N/C(OCC)=O)=O.C(=O)(O)[O-].[Na+]. Product: [CH2:1]([N:8]1[CH2:13][CH2:12][N:11]([C:14]([C:16]2[CH:20]=[C:19]([CH3:21])[N:18]([C:22]3[CH:27]=[CH:26][CH:25]=[CH:24][CH:23]=3)[C:17]=2[C:28]2[CH:29]=[CH:30][CH:31]=[CH:32][CH:33]=2)=[O:15])[CH:10]([CH2:34][CH2:35][O:36][C:37]2[CH:42]=[CH:41][CH:40]=[CH:39][CH:38]=2)[CH2:9]1)[C:2]1[CH:7]=[CH:6][CH:5]=[CH:4][CH:3]=1. The catalyst class is: 11. (3) Reactant: [CH3:1][CH:2]([C:4]1[CH:5]=[CH:6][CH:7]=[C:8]([CH:11]([CH3:13])[CH3:12])[C:9]=1[OH:10])[CH3:3].Cl[C:15](=[O:22])[CH2:16][CH2:17][C:18]([O:20][CH3:21])=[O:19].O. Product: [OH:10][C:9]1[C:4]([CH:2]([CH3:1])[CH3:3])=[CH:5][C:6]([C:15](=[O:22])[CH2:16][CH2:17][C:18]([O:20][CH3:21])=[O:19])=[CH:7][C:8]=1[CH:11]([CH3:13])[CH3:12]. The catalyst class is: 642. (4) Reactant: O[CH2:2][CH:3]1[C:20]2[C@:15]([CH3:22])([CH2:16][CH2:17][C:18](=[O:21])[CH:19]=2)[C@@H:14]2[C@H:5]([C@H:6]3[C@@:10]([CH2:12][CH2:13]2)([CH3:11])[C@@H:9]([C:23]([NH:25][C:26]2[CH:31]=[CH:30][C:29]([C:32]([F:35])([F:34])[F:33])=[CH:28][CH:27]=2)=[O:24])[CH2:8][CH2:7]3)[CH2:4]1. Product: [CH2:2]=[C:3]1[C:20]2[C@:15]([CH3:22])([CH2:16][CH2:17][C:18](=[O:21])[CH:19]=2)[C@@H:14]2[C@H:5]([C@H:6]3[C@@:10]([CH2:12][CH2:13]2)([CH3:11])[C@@H:9]([C:23]([NH:25][C:26]2[CH:31]=[CH:30][C:29]([C:32]([F:33])([F:35])[F:34])=[CH:28][CH:27]=2)=[O:24])[CH2:8][CH2:7]3)[CH2:4]1. The catalyst class is: 89. (5) Reactant: C([NH:5][S:6]([C:9]1[CH:14]=[CH:13][CH:12]=[C:11]([C:15]2[N:16]=[CH:17][N:18]([C:20]3[N:25]=[C:24]([C:26]([F:29])([F:28])[F:27])[CH:23]=[C:22]([C:30]4[CH:35]=[CH:34][CH:33]=[C:32]([Cl:36])[CH:31]=4)[N:21]=3)[CH:19]=2)[CH:10]=1)(=[O:8])=[O:7])(C)(C)C.C(O)(C(F)(F)F)=O. Product: [Cl:36][C:32]1[CH:31]=[C:30]([C:22]2[CH:23]=[C:24]([C:26]([F:28])([F:29])[F:27])[N:25]=[C:20]([N:18]3[CH:19]=[C:15]([C:11]4[CH:10]=[C:9]([S:6]([NH2:5])(=[O:8])=[O:7])[CH:14]=[CH:13][CH:12]=4)[N:16]=[CH:17]3)[N:21]=2)[CH:35]=[CH:34][CH:33]=1. The catalyst class is: 4.